Dataset: Forward reaction prediction with 1.9M reactions from USPTO patents (1976-2016). Task: Predict the product of the given reaction. Given the reactants [NH2:1][C:2]1[S:3][CH:4]=[CH:5][N:6]=1.[C:7]([N+:11]#[C-:12])([CH3:10])([CH3:9])[CH3:8].[CH3:13][O:14][C:15]1[CH:22]=[CH:21][CH:20]=[CH:19][C:16]=1[CH:17]=O, predict the reaction product. The product is: [C:7]([NH:11][C:12]1[N:6]2[C:2]([S:3][CH:4]=[CH:5]2)=[N:1][C:17]=1[C:16]1[CH:19]=[CH:20][CH:21]=[CH:22][C:15]=1[O:14][CH3:13])([CH3:10])([CH3:9])[CH3:8].